Dataset: Reaction yield outcomes from USPTO patents with 853,638 reactions. Task: Predict the reaction yield, written as a fraction of the theoretical maximum amount of product (1.0 means a 100% yield; for example, 0.34 means a 34% yield). (1) The reactants are [Cl:1][C:2]1[CH:3]=[CH:4][C:5]2[O:9][C:8]([CH:10]=[O:11])=[C:7]([CH3:12])[C:6]=2[CH:13]=1.[CH:14]1([Mg]Br)[CH2:19][CH2:18][CH2:17][CH2:16][CH2:15]1.[Cl-].[NH4+]. The catalyst is O1CCCC1. The product is [Cl:1][C:2]1[CH:3]=[CH:4][C:5]2[O:9][C:8]([CH:10]([CH:14]3[CH2:19][CH2:18][CH2:17][CH2:16][CH2:15]3)[OH:11])=[C:7]([CH3:12])[C:6]=2[CH:13]=1. The yield is 0.600. (2) The reactants are [CH2:1]([O:3][C:4](=[O:17])[CH2:5][C:6]1[C:10]2[CH:11]=[C:12](Br)[CH:13]=[CH:14][C:9]=2[O:8][C:7]=1[CH3:16])[CH3:2].[C:18]([Cu])#[N:19].[C-]#N.[Na+]. The catalyst is CN(C=O)C.O. The product is [CH2:1]([O:3][C:4](=[O:17])[CH2:5][C:6]1[C:10]2[CH:11]=[C:12]([C:18]#[N:19])[CH:13]=[CH:14][C:9]=2[O:8][C:7]=1[CH3:16])[CH3:2]. The yield is 0.770. (3) The reactants are [Br:1][C:2]1[CH:3]=[C:4]2[C:9](=[CH:10][CH:11]=1)[C:8]([NH2:12])=[N:7][N:6]=[CH:5]2.[C:13](O[C:13]([O:15][C:16]([CH3:19])([CH3:18])[CH3:17])=[O:14])([O:15][C:16]([CH3:19])([CH3:18])[CH3:17])=[O:14]. The catalyst is CN(C)C1C=CN=CC=1.C(#N)C. The product is [Br:1][C:2]1[CH:3]=[C:4]2[C:9](=[CH:10][CH:11]=1)[C:8]([N:12]([C:13]([O:15][C:16]([CH3:19])([CH3:18])[CH3:17])=[O:14])[C:13]([O:15][C:16]([CH3:19])([CH3:18])[CH3:17])=[O:14])=[N:7][N:6]=[CH:5]2. The yield is 0.410. (4) The reactants are C(N(CC)CC)C.[CH2:8]([C:10]1([CH2:16][CH2:17][N:18]2[CH2:23][CH2:22][CH:21]([NH:24][C:25]3[CH:30]=[CH:29][C:28]([CH3:31])=[CH:27][N:26]=3)[CH2:20][CH2:19]2)[CH2:15][CH2:14][CH2:13][CH2:12][CH2:11]1)[CH3:9].[O:32]1[CH:36]=[CH:35][CH:34]=[C:33]1[C:37](Cl)=[O:38].[Cl-].[NH4+]. The catalyst is C(Cl)Cl.C(Cl)(Cl)Cl. The product is [CH2:8]([C:10]1([CH2:16][CH2:17][N:18]2[CH2:19][CH2:20][CH:21]([N:24]([C:25]3[CH:30]=[CH:29][C:28]([CH3:31])=[CH:27][N:26]=3)[C:37]([C:33]3[O:32][CH:36]=[CH:35][CH:34]=3)=[O:38])[CH2:22][CH2:23]2)[CH2:11][CH2:12][CH2:13][CH2:14][CH2:15]1)[CH3:9]. The yield is 0.900. (5) The reactants are Br[C:2]1[CH:7]=[CH:6][C:5](/[CH:8]=[CH:9]/[C:10]2[N:11]([CH2:23][C:24]3[CH:29]=[CH:28][C:27]([N:30]4[CH:34]=[N:33][CH:32]=[N:31]4)=[CH:26][CH:25]=3)[CH:12]=[C:13]([C:15]3[CH:20]=[CH:19][C:18]([Cl:21])=[CH:17][C:16]=3[Cl:22])[N:14]=2)=[CH:4][CH:3]=1.[F:35][C:36]([F:47])([F:46])[C:37]1[CH:42]=[CH:41][C:40](B(O)O)=[CH:39][CH:38]=1. No catalyst specified. The product is [Cl:22][C:16]1[CH:17]=[C:18]([Cl:21])[CH:19]=[CH:20][C:15]=1[C:13]1[N:14]=[C:10](/[CH:9]=[CH:8]/[C:5]2[CH:4]=[CH:3][C:2]([C:40]3[CH:41]=[CH:42][C:37]([C:36]([F:47])([F:46])[F:35])=[CH:38][CH:39]=3)=[CH:7][CH:6]=2)[N:11]([CH2:23][C:24]2[CH:25]=[CH:26][C:27]([N:30]3[CH:34]=[N:33][CH:32]=[N:31]3)=[CH:28][CH:29]=2)[CH:12]=1. The yield is 0.770. (6) The reactants are [C:9](O[C:9]([O:11][C:12]([CH3:15])([CH3:14])[CH3:13])=[O:10])([O:11][C:12]([CH3:15])([CH3:14])[CH3:13])=[O:10].C1(C[O:23][C:24]2[CH:25]=[C:26]3[C:30](=[CH:31][CH:32]=2)[NH:29][C:28]([C:33]([O:35][CH2:36][CH3:37])=[O:34])=[CH:27]3)C=CC=CC=1.C(N(CC)CC)C.[F:45][C:46]([F:59])([F:58])[S:47](O[S:47]([C:46]([F:59])([F:58])[F:45])(=[O:49])=[O:48])(=[O:49])=[O:48]. The catalyst is O1CCCC1.C(OCC)(=O)C. The product is [F:45][C:46]([F:59])([F:58])[S:47]([O:23][C:24]1[CH:25]=[C:26]2[C:30](=[CH:31][CH:32]=1)[N:29]([C:9]([O:11][C:12]([CH3:13])([CH3:14])[CH3:15])=[O:10])[C:28]([C:33]([O:35][CH2:36][CH3:37])=[O:34])=[CH:27]2)(=[O:49])=[O:48]. The yield is 0.380. (7) The reactants are [C:1](=[O:4])(O)[O-].[Na+].Cl.[NH2:7][C@@H:8]([CH3:12])[C:9]([NH2:11])=[O:10].C(O)C(F)(F)F.[F:19][C:20]([F:26])([F:25])[CH2:21][C:22](Cl)=O.Cl. No catalyst specified. The product is [NH2:11][C:9](=[O:10])[C@@H:8]([NH:7][C:1](=[O:4])[CH2:22][CH2:21][C:20]([F:26])([F:25])[F:19])[CH3:12]. The yield is 0.550. (8) The reactants are [OH:1][CH:2]1[CH2:7][CH2:6][NH:5][CH:4]([C:8]([O:10][CH3:11])=[O:9])[CH2:3]1.C(N(CC)CC)C.[C:19](O[C:19]([O:21][C:22]([CH3:25])([CH3:24])[CH3:23])=[O:20])([O:21][C:22]([CH3:25])([CH3:24])[CH3:23])=[O:20]. The catalyst is CO. The product is [OH:1][CH:2]1[CH2:7][CH2:6][N:5]([C:19]([O:21][C:22]([CH3:25])([CH3:24])[CH3:23])=[O:20])[CH:4]([C:8]([O:10][CH3:11])=[O:9])[CH2:3]1. The yield is 0.640. (9) The catalyst is C1C=CC=CC=1. The yield is 0.580. The reactants are [NH2:1][C:2]1[CH:10]=[CH:9][C:8]([F:11])=[CH:7][C:3]=1[C:4]([OH:6])=O.O=S(Cl)Cl.[Cl:16][C:17]1[CH:23]=[CH:22][CH:21]=[CH:20][C:18]=1[NH2:19].C(Cl)(Cl)Cl. The product is [NH2:1][C:2]1[CH:10]=[CH:9][C:8]([F:11])=[CH:7][C:3]=1[C:4]([NH:19][C:18]1[CH:20]=[CH:21][CH:22]=[CH:23][C:17]=1[Cl:16])=[O:6].